From a dataset of Forward reaction prediction with 1.9M reactions from USPTO patents (1976-2016). Predict the product of the given reaction. (1) Given the reactants [C:1]([O:5][C:6](=[O:25])[NH:7][C:8]1[CH:13]=[CH:12][C:11]([C:14]2[CH:19]=[CH:18][C:17]([CH2:20][CH3:21])=[CH:16][CH:15]=2)=[CH:10][C:9]=1[N+:22]([O-])=O)([CH3:4])([CH3:3])[CH3:2], predict the reaction product. The product is: [C:1]([O:5][C:6](=[O:25])[NH:7][C:8]1[CH:13]=[CH:12][C:11]([C:14]2[CH:15]=[CH:16][C:17]([CH2:20][CH3:21])=[CH:18][CH:19]=2)=[CH:10][C:9]=1[NH2:22])([CH3:3])([CH3:2])[CH3:4]. (2) Given the reactants [OH:1][CH2:2][CH:3]1[CH2:7][CH2:6][CH2:5][NH:4]1.[CH:8]1([C:11]2[N:16]=[C:15]([C:17]([NH:19][C:20]3[CH:28]=[N:27][CH:26]=[CH:25][C:21]=3[C:22](O)=[O:23])=[O:18])[C:14]([NH:29][C:30]3[CH:31]=[N:32][CH:33]=[N:34][CH:35]=3)=[CH:13][CH:12]=2)[CH2:10][CH2:9]1, predict the reaction product. The product is: [OH:1][CH2:2][CH:3]1[CH2:7][CH2:6][CH2:5][N:4]1[C:22]([C:21]1[CH:25]=[CH:26][N:27]=[CH:28][C:20]=1[NH:19][C:17]([C:15]1[C:14]([NH:29][C:30]2[CH:31]=[N:32][CH:33]=[N:34][CH:35]=2)=[CH:13][CH:12]=[C:11]([CH:8]2[CH2:10][CH2:9]2)[N:16]=1)=[O:18])=[O:23]. (3) Given the reactants [F:1][C:2]1[CH:3]=[C:4]([CH:6]=[CH:7][C:8]=1[O:9][C:10]1[C:19]2[C:14](=[CH:15][C:16]([O:22][CH2:23][CH2:24][CH2:25][N:26]3[CH2:31][CH2:30][N:29]([CH3:32])[CH2:28][CH2:27]3)=[C:17]([O:20][CH3:21])[CH:18]=2)[N:13]=[CH:12][CH:11]=1)[NH2:5].[F:33][C:34]1[CH:39]=[CH:38][C:37]([N:40]2[C:45](=[O:46])[C:44]([C:47](O)=[O:48])=[CH:43][C:42]([CH3:50])=[N:41]2)=[CH:36][CH:35]=1, predict the reaction product. The product is: [F:1][C:2]1[CH:3]=[C:4]([NH:5][C:47]([C:44]2[C:45](=[O:46])[N:40]([C:37]3[CH:38]=[CH:39][C:34]([F:33])=[CH:35][CH:36]=3)[N:41]=[C:42]([CH3:50])[CH:43]=2)=[O:48])[CH:6]=[CH:7][C:8]=1[O:9][C:10]1[C:19]2[C:14](=[CH:15][C:16]([O:22][CH2:23][CH2:24][CH2:25][N:26]3[CH2:27][CH2:28][N:29]([CH3:32])[CH2:30][CH2:31]3)=[C:17]([O:20][CH3:21])[CH:18]=2)[N:13]=[CH:12][CH:11]=1.